The task is: Predict the reactants needed to synthesize the given product.. This data is from Retrosynthesis with 50K atom-mapped reactions and 10 reaction types from USPTO. (1) Given the product C[C@@H]1CN(C(=O)OC(C)(C)C)CC[C@H]1NC1CCCCC1, predict the reactants needed to synthesize it. The reactants are: CC1CN(C(=O)OC(C)(C)C)CCC1=O.NC1CCCCC1. (2) The reactants are: CC(=O)Nc1nc(CCCc2ccc(CO)cc2)cs1. Given the product CC(=O)Nc1nc(CCCc2ccc(C=O)cc2)cs1, predict the reactants needed to synthesize it. (3) Given the product OCc1cccc(-c2cncs2)c1, predict the reactants needed to synthesize it. The reactants are: CCOC(=O)c1cccc(-c2cncs2)c1.